The task is: Predict the reaction yield, written as a fraction of the theoretical maximum amount of product (1.0 means a 100% yield; for example, 0.34 means a 34% yield).. This data is from Reaction yield outcomes from USPTO patents with 853,638 reactions. (1) The reactants are [BH4-].[BH4-].[BH4-].[BH4-].[Na+].[Na+].[Na+].[Na+].[C:9]([O:13][CH:14]([C:20]1[C:24]([C:25]2[CH:26]=[CH:27][C:28]3[O:33][CH2:32][CH2:31][CH2:30][C:29]=3[CH:34]=2)=[C:23]([C:35]2[CH:40]=[CH:39][N:38]=[CH:37][CH:36]=2)[S:22][C:21]=1[CH:41]=[O:42])[C:15]([O:17][CH2:18][CH3:19])=[O:16])([CH3:12])([CH3:11])[CH3:10]. The catalyst is ClCCl.C(O)C. The product is [C:9]([O:13][CH:14]([C:20]1[C:24]([C:25]2[CH:26]=[CH:27][C:28]3[O:33][CH2:32][CH2:31][CH2:30][C:29]=3[CH:34]=2)=[C:23]([C:35]2[CH:40]=[CH:39][N:38]=[CH:37][CH:36]=2)[S:22][C:21]=1[CH2:41][OH:42])[C:15]([O:17][CH2:18][CH3:19])=[O:16])([CH3:10])([CH3:11])[CH3:12]. The yield is 0.300. (2) No catalyst specified. The reactants are [NH:1]1[C:9]2[C:4](=[CH:5][C:6](B(O)O)=[CH:7][CH:8]=2)[CH:3]=[CH:2]1.[NH2:13][C:14]1[N:15]=[C:16]([N:25]2[CH2:30][CH2:29][N:28]([C:31](=[O:41])[CH2:32][O:33][C:34]3[CH:39]=[CH:38][C:37]([Cl:40])=[CH:36][CH:35]=3)[CH2:27][CH2:26]2)[C:17]2[N:23]=[C:22](Cl)[CH:21]=[CH:20][C:18]=2[N:19]=1. The product is [NH2:13][C:14]1[N:15]=[C:16]([N:25]2[CH2:26][CH2:27][N:28]([C:31](=[O:41])[CH2:32][O:33][C:34]3[CH:39]=[CH:38][C:37]([Cl:40])=[CH:36][CH:35]=3)[CH2:29][CH2:30]2)[C:17]2[N:23]=[C:22]([C:6]3[CH:5]=[C:4]4[C:9](=[CH:8][CH:7]=3)[NH:1][CH:2]=[CH:3]4)[CH:21]=[CH:20][C:18]=2[N:19]=1. The yield is 0.600. (3) The reactants are [Br:1][C:2]1[CH:3]=[C:4]2[C:9](=[CH:10][CH:11]=1)[N:8]=[CH:7][CH:6]=[C:5]2I.C([Sn](CCCC)(CCCC)[C:18]1[CH:23]=[CH:22][N:21]=[N:20][CH:19]=1)CCC.CCOC(C)=O. The catalyst is O1CCOCC1.[Pd].C1C=CC(P(C2C=CC=CC=2)[C-]2C=CC=C2)=CC=1.C1C=CC(P(C2C=CC=CC=2)[C-]2C=CC=C2)=CC=1.Cl[Pd]Cl.[Fe+2].C(Cl)Cl. The product is [Br:1][C:2]1[CH:3]=[C:4]2[C:9](=[CH:10][CH:11]=1)[N:8]=[CH:7][CH:6]=[C:5]2[C:18]1[CH:23]=[CH:22][N:21]=[N:20][CH:19]=1. The yield is 0.388. (4) The reactants are N([O-])=O.[Na+].S(=O)(=O)(O)O.N[C:11]1[CH:12]=[C:13]([CH:18]=[CH:19][C:20]=1[CH2:21][CH3:22])[C:14]([O:16][CH3:17])=[O:15].[ClH:23]. The catalyst is C(O)(=O)C.Cl[Cu]. The product is [Cl:23][C:11]1[CH:12]=[C:13]([CH:18]=[CH:19][C:20]=1[CH2:21][CH3:22])[C:14]([O:16][CH3:17])=[O:15]. The yield is 0.380. (5) The reactants are [H-].[Na+].[NH:3]1[CH2:8][CH2:7][O:6][CH2:5][C:4]1=[O:9].Cl[CH2:11][CH2:12][O:13][C:14]1[CH:18]=[C:17]([CH3:19])[N:16]([C:20]2[CH:29]=[CH:28][C:27]3[C:22](=[CH:23][CH:24]=[CH:25][CH:26]=3)[CH:21]=2)[N:15]=1.O. The catalyst is CN(C=O)C. The product is [CH3:19][C:17]1[N:16]([C:20]2[CH:29]=[CH:28][C:27]3[C:22](=[CH:23][CH:24]=[CH:25][CH:26]=3)[CH:21]=2)[N:15]=[C:14]([O:13][CH2:12][CH2:11][N:3]2[CH2:8][CH2:7][O:6][CH2:5][C:4]2=[O:9])[CH:18]=1. The yield is 0.780. (6) The reactants are Cl[C:2]1[CH:3]=[CH:4][N:5]2[C:10]([C:11]=1[CH3:12])=[C:9]([CH:13]1[CH2:15][CH2:14]1)[CH:8]=[C:7]([C:16]([O:18][CH3:19])=[O:17])[C:6]2=[O:20].[NH2:21][C:22]1[CH:23]=[C:24](B(O)O)[CH:25]=[CH:26][CH:27]=1. No catalyst specified. The product is [NH2:21][C:22]1[CH:27]=[C:26]([C:2]2[CH:3]=[CH:4][N:5]3[C:10]([C:11]=2[CH3:12])=[C:9]([CH:13]2[CH2:15][CH2:14]2)[CH:8]=[C:7]([C:16]([O:18][CH3:19])=[O:17])[C:6]3=[O:20])[CH:25]=[CH:24][CH:23]=1. The yield is 0.390. (7) The product is [CH2:14]([O:10][C:5]1[C:4]([C:11]#[N:12])=[C:3]([CH2:1][CH3:2])[CH:8]=[C:7]([CH3:9])[N:6]=1)[C:15]1[CH:20]=[CH:19][CH:18]=[CH:17][CH:16]=1. The catalyst is C1(C)C=CC=CC=1.[Ag-]=O. The yield is 0.830. The reactants are [CH2:1]([C:3]1[CH:8]=[C:7]([CH3:9])[NH:6][C:5](=[O:10])[C:4]=1[C:11]#[N:12])[CH3:2].Cl[CH2:14][C:15]1[CH:20]=[CH:19][CH:18]=[CH:17][CH:16]=1.